Dataset: Catalyst prediction with 721,799 reactions and 888 catalyst types from USPTO. Task: Predict which catalyst facilitates the given reaction. (1) Reactant: [OH:1][C:2]1[NH:6][N:5]=[C:4]([C:7]([O:9][CH2:10][CH3:11])=[O:8])[CH:3]=1.C(=O)([O-])[O-].[K+].[K+].Br[CH2:19][CH2:20]Br. Product: [CH2:10]([O:9][C:7]([C:4]1[CH:3]=[C:2]2[O:1][CH2:19][CH2:20][N:6]2[N:5]=1)=[O:8])[CH3:11]. The catalyst class is: 10. (2) Reactant: BrC1C=C2C(C=CC([C:12]3[C:13]4[C:18]([C:19]5[CH:20]=[CH:21][CH:22]=[CH:23][C:24]=5[CH:25]=3)=[CH:17][CH:16]=[CH:15][CH:14]=4)=C2)=CC=1.[CH2:26]([Li])[CH2:27][CH2:28][CH3:29].[B:31](OC(C)C)([O:36]C(C)C)[O:32]C(C)C.Cl.[CH3:45][CH2:46][CH2:47][CH2:48][CH2:49][CH3:50]. Product: [CH:23]1[C:24]2[CH:25]=[C:12]([C:47]3[CH:46]=[CH:45][C:29]4[C:49](=[CH:50][C:26]([B:31]([OH:36])[OH:32])=[CH:27][CH:28]=4)[CH:48]=3)[C:13]3[C:18](=[CH:17][CH:16]=[CH:15][CH:14]=3)[C:19]=2[CH:20]=[CH:21][CH:22]=1. The catalyst class is: 410. (3) Reactant: [NH2:1][C:2]1[C:10]([Cl:11])=[CH:9][C:5]([C:6]([OH:8])=O)=[C:4]([O:12][CH3:13])[CH:3]=1.C(N(CC)CC)C.ClC(OCC)=O.ON1C2C=CC=CC=2N=N1.[F:37][C:38]1([F:56])[CH:43]([NH2:44])[CH2:42][CH2:41][N:40]([CH2:45][CH2:46][CH2:47][O:48][C:49]2[CH:54]=[CH:53][C:52]([F:55])=[CH:51][CH:50]=2)[CH2:39]1. Product: [NH2:1][C:2]1[C:10]([Cl:11])=[CH:9][C:5]([C:6]([NH:44][CH:43]2[CH2:42][CH2:41][N:40]([CH2:45][CH2:46][CH2:47][O:48][C:49]3[CH:54]=[CH:53][C:52]([F:55])=[CH:51][CH:50]=3)[CH2:39][C:38]2([F:56])[F:37])=[O:8])=[C:4]([O:12][CH3:13])[CH:3]=1. The catalyst class is: 9. (4) Reactant: [Cl:1][C:2]1[CH:3]=[C:4]2[C:9](=[CH:10][CH:11]=1)[C@@:8]1([CH2:17][O:16][C:15]3[CH:18]=[CH:19][C:20]([C:22]([O:24]C)=[O:23])=[CH:21][C:14]=3[N:13]([CH2:26][C@@H:27]3[CH2:30][CH2:29][C@H:28]3[C@@H:31]([OH:35])[CH2:32][CH:33]=[CH2:34])[CH2:12]1)[CH2:7][CH2:6][CH2:5]2.[Li+].[OH-].Cl. Product: [Cl:1][C:2]1[CH:3]=[C:4]2[C:9](=[CH:10][CH:11]=1)[C@@:8]1([CH2:17][O:16][C:15]3[CH:18]=[CH:19][C:20]([C:22]([OH:24])=[O:23])=[CH:21][C:14]=3[N:13]([CH2:26][C@@H:27]3[CH2:30][CH2:29][C@H:28]3[C@@H:31]([OH:35])[CH2:32][CH:33]=[CH2:34])[CH2:12]1)[CH2:7][CH2:6][CH2:5]2. The catalyst class is: 92. (5) Reactant: [N+:1]([C:4]1[CH:9]=[CH:8][C:7]([N:10]([C:20]2[CH:25]=[CH:24][C:23]([N+:26]([O-])=O)=[CH:22][CH:21]=2)[C:11]2[CH:16]=[CH:15][C:14]([N+:17]([O-])=O)=[CH:13][CH:12]=2)=[CH:6][CH:5]=1)([O-])=O.[Sn](Cl)Cl. Product: [NH2:1][C:4]1[CH:9]=[CH:8][C:7]([N:10]([C:20]2[CH:25]=[CH:24][C:23]([NH2:26])=[CH:22][CH:21]=2)[C:11]2[CH:16]=[CH:15][C:14]([NH2:17])=[CH:13][CH:12]=2)=[CH:6][CH:5]=1. The catalyst class is: 33. (6) Reactant: Cl[CH2:2][CH2:3][CH2:4][O:5][C:6]1[CH:11]=[CH:10][C:9]([C:12]2[S:13][C:14]3[CH2:19][CH2:18][CH:17]([C:20]([O:22][CH2:23][CH3:24])=[O:21])[C:15]=3[N:16]=2)=[CH:8][CH:7]=1.[CH3:25][CH:26]1[CH2:30][CH2:29][CH2:28][NH:27]1.[I-].[Na+].ClCCl. Product: [CH3:25][CH:26]1[CH2:30][CH2:29][CH2:28][N:27]1[CH2:2][CH2:3][CH2:4][O:5][C:6]1[CH:11]=[CH:10][C:9]([C:12]2[S:13][C:14]3[CH2:19][CH2:18][CH:17]([C:20]([O:22][CH2:23][CH3:24])=[O:21])[C:15]=3[N:16]=2)=[CH:8][CH:7]=1. The catalyst class is: 10.